From a dataset of hERG channel blocking data for cardiac toxicity assessment. Regression/Classification. Given a drug SMILES string, predict its toxicity properties. Task type varies by dataset: regression for continuous values (e.g., LD50, hERG inhibition percentage) or binary classification for toxic/non-toxic outcomes (e.g., AMES mutagenicity, cardiotoxicity, hepatotoxicity). Dataset: herg. (1) The compound is O=C1CN(CCc2ccc(F)cc2)CCN1[C@H]1CCc2cc(CN3CCCCC3)ccc2C1. The result is 1 (blocker). (2) The drug is C[NH+]1CC[C@]23c4c5ccc(O)c4O[C@@H]2[C@@H](O)C=C[C@H]3[C@H]1C5. The result is 0 (non-blocker). (3) The compound is O=C1NCCN1CCN1CCC(c2cn(-c3ccccc3)c3ccc(Cl)cc23)CC1. The result is 1 (blocker). (4) The molecule is CCC[NH2+][C@H]1CCc2nc(N)sc2C1. The result is 0 (non-blocker). (5) The compound is CCOC(=O)C1(c2ccccc2)CCN(C)CC1. The result is 1 (blocker). (6) The compound is CC(C)Oc1cc([C@@H](C2=CN[C@@H](C(C)(C)O)C=C2)c2ccc[n+]([O-])c2)ccc1OC(F)F. The result is 0 (non-blocker).